From a dataset of Retrosynthesis with 50K atom-mapped reactions and 10 reaction types from USPTO. Predict the reactants needed to synthesize the given product. (1) The reactants are: COc1cc2c(Cl)ncnc2cc1OCCCN1CCN(C)CC1.Oc1ccc2cccnc2c1. Given the product COc1cc2c(Oc3ccc4cccnc4c3)ncnc2cc1OCCCN1CCN(C)CC1, predict the reactants needed to synthesize it. (2) Given the product O=C(N[C@@H]1CCCN2c3cc(Br)c(F)cc3Oc3ccccc3[C@@H]12)C(F)(F)F, predict the reactants needed to synthesize it. The reactants are: N[C@@H]1CCCN2c3cc(Br)c(F)cc3Oc3ccccc3[C@@H]12.O=C(OC(=O)C(F)(F)F)C(F)(F)F.